Dataset: Full USPTO retrosynthesis dataset with 1.9M reactions from patents (1976-2016). Task: Predict the reactants needed to synthesize the given product. (1) Given the product [CH3:1][N:2]([CH3:17])[C:3]1[CH:4]=[C:5]([C:9]([F:15])([F:16])[C:10]([OH:12])=[O:11])[CH:6]=[CH:7][CH:8]=1, predict the reactants needed to synthesize it. The reactants are: [CH3:1][N:2]([CH3:17])[C:3]1[CH:4]=[C:5]([C:9]([F:16])([F:15])[C:10]([O:12]CC)=[O:11])[CH:6]=[CH:7][CH:8]=1.O.[OH-].[Li+]. (2) Given the product [Cl:34][CH2:33][CH2:32][CH2:31][O:30][C:24]1[CH:23]=[C:22]2[C:27]([C:18]([NH:13][C:10]3[CH:11]=[N:12][C:7]([CH:6]([O:5][CH2:3][CH3:4])[O:14][CH2:15][CH3:16])=[N:8][CH:9]=3)=[N:19][CH:20]=[N:21]2)=[CH:26][C:25]=1[O:28][CH3:29], predict the reactants needed to synthesize it. The reactants are: [H-].[Na+].[CH2:3]([O:5][CH:6]([O:14][CH2:15][CH3:16])[C:7]1[N:12]=[CH:11][C:10]([NH2:13])=[CH:9][N:8]=1)[CH3:4].Cl[C:18]1[C:27]2[C:22](=[CH:23][C:24]([O:30][CH2:31][CH2:32][CH2:33][Cl:34])=[C:25]([O:28][CH3:29])[CH:26]=2)[N:21]=[CH:20][N:19]=1. (3) Given the product [CH:1]([O:4][C:5](=[O:24])[C:6]1[CH:16]=[C:15]([C:17](=[O:23])[N:18]([CH3:22])[CH2:19][CH2:20][CH3:21])[CH:14]=[C:8]([C:9]([OH:11])=[O:10])[CH:7]=1)([CH3:2])[CH3:3], predict the reactants needed to synthesize it. The reactants are: [CH:1]([O:4][C:5](=[O:24])[C:6]1[CH:7]=[C:8]([CH:14]=[C:15]([C:17](=[O:23])[N:18]([CH3:22])[CH2:19][CH2:20][CH3:21])[CH:16]=1)[C:9]([O:11]CC)=[O:10])([CH3:3])[CH3:2].C(O)(C)C.[OH-].[Li+]. (4) Given the product [CH2:11]([O:10][C:4]1[CH:3]=[C:2]([C:28]([C:27]2[CH:34]=[CH:35][C:36]([O:37][CH3:38])=[C:25]([F:24])[CH:26]=2)=[O:29])[CH:7]=[CH:6][C:5]=1[O:8][CH3:9])[CH3:12], predict the reactants needed to synthesize it. The reactants are: Br[C:2]1[CH:7]=[CH:6][C:5]([O:8][CH3:9])=[C:4]([O:10][CH2:11][CH3:12])[CH:3]=1.C([Li])CCC.CCCCCC.[F:24][C:25]1[CH:26]=[C:27]([CH:34]=[CH:35][C:36]=1[O:37][CH3:38])[C:28](N(OC)C)=[O:29]. (5) Given the product [C:17]1([C:2]2[CH:8]=[CH:7][C:5]([NH2:6])=[CH:4][CH:3]=2)[C:18]2[C:13](=[CH:12][CH:11]=[CH:10][CH:9]=2)[CH:14]=[CH:15][CH:16]=1, predict the reactants needed to synthesize it. The reactants are: Br[C:2]1[CH:8]=[CH:7][C:5]([NH2:6])=[CH:4][CH:3]=1.[C:9]1(B(O)O)[C:18]2[C:13](=[CH:14][CH:15]=[CH:16][CH:17]=2)[CH:12]=[CH:11][CH:10]=1.C1(C)C=CC=CC=1P(C1C=CC=CC=1C)C1C=CC=CC=1C.C(=O)([O-])[O-].[K+].[K+]. (6) Given the product [OH:29][B:25]1[C:19]2[CH:16]=[C:15]([O:14][CH3:13])[CH:22]=[C:21]([O:23][CH3:24])[C:20]=2[CH:27]([CH2:7][C:8]([O:10][CH2:11][CH3:12])=[O:9])[O:26]1, predict the reactants needed to synthesize it. The reactants are: C[Si](Cl)(C)C.Br[CH2:7][C:8]([O:10][CH2:11][CH3:12])=[O:9].[CH3:13][O:14][C:15]1[CH:22]=[C:21]([O:23][CH3:24])[CH:20]=[C:19]([B:25]2[O:29]C(C)(C)[C:27](C)(C)[O:26]2)[C:16]=1C=O. (7) Given the product [F:1][C:2]1[CH:3]=[CH:4][C:5]([C:8]2[O:9][C:10]3[CH:20]=[CH:19][C:18]([C:21]4[CH:29]=[C:25]([C:26](=[O:27])[NH:42][C:39]5([C:35]6[N:36]=[CH:37][O:38][C:34]=6[CH3:33])[CH2:41][CH2:40]5)[C:24]([O:30][CH3:31])=[CH:23][C:22]=4[CH3:32])=[CH:17][C:11]=3[C:12]=2[C:13]([NH:14][CH3:15])=[O:16])=[CH:6][CH:7]=1, predict the reactants needed to synthesize it. The reactants are: [F:1][C:2]1[CH:7]=[CH:6][C:5]([C:8]2[O:9][C:10]3[CH:20]=[CH:19][C:18]([C:21]4[C:22]([CH3:32])=[CH:23][C:24]([O:30][CH3:31])=[C:25]([CH:29]=4)[C:26](O)=[O:27])=[CH:17][C:11]=3[C:12]=2[C:13](=[O:16])[NH:14][CH3:15])=[CH:4][CH:3]=1.[CH3:33][C:34]1[O:38][CH:37]=[N:36][C:35]=1[C:39]1([NH2:42])[CH2:41][CH2:40]1.C1C=CC2N(O)N=NC=2C=1.CCN=C=NCCCN(C)C.Cl.C(N(C(C)C)CC)(C)C.